From a dataset of Catalyst prediction with 721,799 reactions and 888 catalyst types from USPTO. Predict which catalyst facilitates the given reaction. (1) Reactant: C[O:2][C:3]([C:5]1[C:13]2[O:12][CH2:11][CH2:10][C:9]=2[CH:8]=[C:7]([C:14]2[CH:19]=[C:18]([O:20][CH3:21])[C:17]([F:22])=[C:16]([F:23])[CH:15]=2)[CH:6]=1)=[O:4].[OH-].[K+]. Product: [F:23][C:16]1[CH:15]=[C:14]([C:7]2[CH:6]=[C:5]([C:3]([OH:4])=[O:2])[C:13]3[O:12][CH2:11][CH2:10][C:9]=3[CH:8]=2)[CH:19]=[C:18]([O:20][CH3:21])[C:17]=1[F:22]. The catalyst class is: 5. (2) Reactant: Br[CH2:2][CH2:3][Cl:4].C([O-])([O-])=O.[K+].[K+].[F:11][C:12]1[CH:13]=[C:14]([SH:19])[CH:15]=[CH:16][C:17]=1[F:18]. Product: [Cl:4][CH2:3][CH2:2][S:19][C:14]1[CH:15]=[CH:16][C:17]([F:18])=[C:12]([F:11])[CH:13]=1. The catalyst class is: 499. (3) Reactant: [CH3:1][NH:2][CH2:3][C:4]1[S:5][CH:6]=[CH:7][CH:8]=1.[CH:9]1([C:15](Cl)=[O:16])[CH2:14][CH2:13][CH2:12][CH2:11][CH2:10]1.C(O)C(N)(CO)CO. The catalyst class is: 2. Product: [CH3:1][N:2]([CH2:3][C:4]1[S:5][CH:6]=[CH:7][CH:8]=1)[C:15]([CH:9]1[CH2:14][CH2:13][CH2:12][CH2:11][CH2:10]1)=[O:16].